Predict which catalyst facilitates the given reaction. From a dataset of Catalyst prediction with 721,799 reactions and 888 catalyst types from USPTO. (1) Reactant: Br[C:2]1[C:3]([N:11]2[CH2:16][CH2:15][N:14]([C:17](=[O:38])[C@@H:18]([C:31]3[CH:36]=[CH:35][C:34]([Cl:37])=[CH:33][CH:32]=3)[CH2:19][N:20]([CH:28]([CH3:30])[CH3:29])[C:21](=[O:27])[O:22][C:23]([CH3:26])([CH3:25])[CH3:24])[CH2:13][CH2:12]2)=[C:4]2[CH:10]=[CH:9][NH:8][C:5]2=[N:6][CH:7]=1.[CH3:39][O:40][C:41]1[CH:42]=[C:43](B(O)O)[CH:44]=[CH:45][C:46]=1[O:47][CH3:48].C([O-])([O-])=O.[K+].[K+]. Product: [Cl:37][C:34]1[CH:33]=[CH:32][C:31]([C@H:18]([C:17]([N:14]2[CH2:13][CH2:12][N:11]([C:3]3[C:2]([C:44]4[CH:43]=[CH:42][C:41]([O:40][CH3:39])=[C:46]([O:47][CH3:48])[CH:45]=4)=[CH:7][N:6]=[C:5]4[NH:8][CH:9]=[CH:10][C:4]=34)[CH2:16][CH2:15]2)=[O:38])[CH2:19][N:20]([CH:28]([CH3:29])[CH3:30])[C:21](=[O:27])[O:22][C:23]([CH3:24])([CH3:25])[CH3:26])=[CH:36][CH:35]=1. The catalyst class is: 73. (2) Reactant: [NH2:1][C:2]1[CH:32]=[CH:31][C:5]2[NH:6][C:7]([C:12]3[C:13](=[O:30])[C@@:14]([CH2:24][CH2:25][C:26]([CH3:29])([CH3:28])[CH3:27])([CH3:23])[C:15]4[C:20]([C:21]=3[OH:22])=[CH:19][CH:18]=[CH:17][CH:16]=4)=[N:8][S:9](=[O:11])(=[O:10])[C:4]=2[CH:3]=1.N1C=CC=CC=1.[CH3:39][S:40](Cl)(=[O:42])=[O:41]. Product: [CH3:29][C:26]([CH3:27])([CH3:28])[CH2:25][CH2:24][C@:14]1([CH3:23])[C:15]2[C:20](=[CH:19][CH:18]=[CH:17][CH:16]=2)[C:21]([OH:22])=[C:12]([C:7]2[NH:6][C:5]3[CH:31]=[CH:32][C:2]([NH:1][S:40]([CH3:39])(=[O:42])=[O:41])=[CH:3][C:4]=3[S:9](=[O:11])(=[O:10])[N:8]=2)[C:13]1=[O:30]. The catalyst class is: 4. (3) Reactant: [C:1]([C:3]1[CH:8]=[C:7]([C@@H:9]([NH:12][S:13]([C:15]([CH3:18])([CH3:17])[CH3:16])=[O:14])[CH2:10][CH3:11])[CH:6]=[CH:5][N:4]=1)#[N:2].C(=O)([O-])[O-:20].[K+].[K+].OO. Product: [CH3:18][C:15]([S:13]([NH:12][C@H:9]([C:7]1[CH:6]=[CH:5][N:4]=[C:3]([C:1]([NH2:2])=[O:20])[CH:8]=1)[CH2:10][CH3:11])=[O:14])([CH3:17])[CH3:16]. The catalyst class is: 148.